Dataset: Reaction yield outcomes from USPTO patents with 853,638 reactions. Task: Predict the reaction yield, written as a fraction of the theoretical maximum amount of product (1.0 means a 100% yield; for example, 0.34 means a 34% yield). (1) The reactants are [C:1]1([C:10]([OH:12])=O)[CH:2]=[CH:3][N:4]2[C:9]=1[CH:8]=[CH:7][CH:6]=[CH:5]2.CN(C(ON1N=NC2C=CC=NC1=2)=[N+](C)C)C.F[P-](F)(F)(F)(F)F.CCN(C(C)C)C(C)C.[C:46]([NH2:50])([CH3:49])([CH3:48])[CH3:47]. The catalyst is CN(C=O)C. The product is [C:46]([NH:50][C:10]([C:1]1[CH:2]=[CH:3][N:4]2[C:9]=1[CH:8]=[CH:7][CH:6]=[CH:5]2)=[O:12])([CH3:49])([CH3:48])[CH3:47]. The yield is 0.610. (2) The reactants are [NH:1]1[C:9]2[C:4](=[C:5]([C:10]3[C:18]4[C:17]([NH:19][C@H:20]([C:22]5[N:27]([C:28]6[CH:33]=[CH:32][CH:31]=[CH:30][CH:29]=6)[C:26](=[O:34])[C:25]6=[C:35]([CH3:38])[CH:36]=[CH:37][N:24]6[N:23]=5)[CH3:21])=[N:16][CH:15]=[N:14][C:13]=4[N:12](COCC[Si](C)(C)C)[CH:11]=3)[CH:6]=[CH:7][CH:8]=2)[CH:3]=[CH:2]1.FC(F)(F)C(O)=O.N. No catalyst specified. The product is [NH:1]1[C:9]2[C:4](=[C:5]([C:10]3[C:18]4[C:17]([NH:19][C@H:20]([C:22]5[N:27]([C:28]6[CH:33]=[CH:32][CH:31]=[CH:30][CH:29]=6)[C:26](=[O:34])[C:25]6=[C:35]([CH3:38])[CH:36]=[CH:37][N:24]6[N:23]=5)[CH3:21])=[N:16][CH:15]=[N:14][C:13]=4[NH:12][CH:11]=3)[CH:6]=[CH:7][CH:8]=2)[CH:3]=[CH:2]1. The yield is 0.440. (3) The reactants are [O:1]=[C:2]1[CH2:8][CH2:7][CH2:6][CH2:5][CH2:4][N:3]1[C:9]1[CH:10]=[C:11]2[C:15](=[CH:16][CH:17]=1)[N:14](C(OC(C)(C)C)=O)[CH2:13][CH2:12]2.BrCCCCCC(Cl)=O.Cl. The catalyst is O1CCOCC1. The product is [NH:14]1[C:15]2[C:11](=[CH:10][C:9]([N:3]3[CH2:4][CH2:5][CH2:6][CH2:7][CH2:8][C:2]3=[O:1])=[CH:17][CH:16]=2)[CH2:12][CH2:13]1. The yield is 1.00. (4) The reactants are Br[C:2]1[CH:7]=[C:6]([C:8]2[N:13]=[CH:12][CH:11]=[CH:10][N:9]=2)[C:5]([NH2:14])=[C:4]([N+:15]([O-:17])=[O:16])[CH:3]=1.[B:18]1([B:18]2[O:22][C:21]([CH3:24])([CH3:23])[C:20]([CH3:26])([CH3:25])[O:19]2)[O:22][C:21]([CH3:24])([CH3:23])[C:20]([CH3:26])([CH3:25])[O:19]1.CC([O-])=O.[K+]. The catalyst is O1CCOCC1. The product is [N+:15]([C:4]1[CH:3]=[C:2]([B:18]2[O:22][C:21]([CH3:24])([CH3:23])[C:20]([CH3:26])([CH3:25])[O:19]2)[CH:7]=[C:6]([C:8]2[N:13]=[CH:12][CH:11]=[CH:10][N:9]=2)[C:5]=1[NH2:14])([O-:17])=[O:16]. The yield is 0.980. (5) The reactants are [BH4-].[Na+].[O:3]=[C:4]1[CH2:7][CH:6]([C:8]([O:10][CH2:11][C:12]2[CH:17]=[CH:16][CH:15]=[CH:14][CH:13]=2)=[O:9])[CH2:5]1. The catalyst is C1COCC1.CO.O. The product is [OH:3][CH:4]1[CH2:7][CH:6]([C:8]([O:10][CH2:11][C:12]2[CH:17]=[CH:16][CH:15]=[CH:14][CH:13]=2)=[O:9])[CH2:5]1. The yield is 0.530. (6) The yield is 0.910. The catalyst is C(O)(=O)C. The reactants are [F:1][C:2]1[C:9]([F:10])=[CH:8][C:7]([F:11])=[C:6]([F:12])[C:3]=1[CH:4]=O.[N+:13]([CH2:16][CH3:17])([O-:15])=[O:14].C1(N)CCCCC1. The product is [F:11][C:7]1[CH:8]=[C:9]([F:10])[C:2]([F:1])=[C:3]([CH:4]=[C:16]([N+:13]([O-:15])=[O:14])[CH3:17])[C:6]=1[F:12]. (7) The reactants are [N+:1]([C:4]1[CH:9]=[CH:8][C:7](/[CH:10]=[CH:11]/[CH2:12][OH:13])=[CH:6][CH:5]=1)([O-:3])=[O:2].C([O:18]O)(C)(C)C. The catalyst is C(Cl)Cl.C(OCC)(=O)C. The product is [N+:1]([C:4]1[CH:5]=[CH:6][C:7]([C@@H:10]2[O:18][C@H:11]2[CH2:12][OH:13])=[CH:8][CH:9]=1)([O-:3])=[O:2]. The yield is 0.970. (8) The product is [N:1]1([S:7]([C:10]2[CH:11]=[CH:12][C:13]([CH2:14][NH2:15])=[CH:16][CH:17]=2)(=[O:9])=[O:8])[CH2:2][CH2:3][O:4][CH2:5][CH2:6]1. The reactants are [N:1]1([S:7]([C:10]2[CH:17]=[CH:16][C:13]([C:14]#[N:15])=[CH:12][CH:11]=2)(=[O:9])=[O:8])[CH2:6][CH2:5][O:4][CH2:3][CH2:2]1. The catalyst is CO.[Ni]. The yield is 0.740. (9) The reactants are [CH:1]1([CH2:6][C@H:7]([N:11]2[CH2:15][C:14]([O:16][C:17]3[C:22]([F:23])=[CH:21][CH:20]=[CH:19][C:18]=3[F:24])=[CH:13][C:12]2=[O:25])[C:8]([OH:10])=O)[CH2:5][CH2:4][CH2:3][CH2:2]1.Cl.[OH:27][C@@H:28]([CH2:58]O)[CH2:29][N:30]1[CH:34]=[CH:33][C:32]([NH:35]C(=O)[C@@H](N2CC(OC3C=CC=C(Cl)C=3Cl)=CC2=O)CC(C)C)=[N:31]1.F[P-](F)(F)(F)(F)F.N1(O[P+](N(C)C)(N(C)C)N(C)C)C2C=CC=C[C:70]=2N=N1.C(N(CC)C(C)C)(C)C. The catalyst is CN(C)C=O.C(OCC)(=O)C. The product is [CH:1]1([CH2:6][C@H:7]([N:11]2[CH2:15][C:14]([O:16][C:17]3[C:18]([F:24])=[CH:19][CH:20]=[CH:21][C:22]=3[F:23])=[CH:13][C:12]2=[O:25])[C:8]([NH:35][C:32]2[CH:33]=[CH:34][N:30]([CH2:29][C:28]([OH:27])([CH3:58])[CH3:70])[N:31]=2)=[O:10])[CH2:2][CH2:3][CH2:4][CH2:5]1. The yield is 0.340.